Dataset: Catalyst prediction with 721,799 reactions and 888 catalyst types from USPTO. Task: Predict which catalyst facilitates the given reaction. (1) Reactant: [Cl:1][C:2]1[CH:3]=[C:4]([CH:8]=[C:9]([Cl:11])[N:10]=1)[C:5]([OH:7])=[O:6].[CH2:12](O)[CH3:13]. Product: [CH2:12]([O:6][C:5](=[O:7])[C:4]1[CH:8]=[C:9]([Cl:11])[N:10]=[C:2]([Cl:1])[CH:3]=1)[CH3:13]. The catalyst class is: 82. (2) Reactant: Br[CH2:2][C:3]1[CH:8]=[CH:7][CH:6]=[C:5]([CH2:9][O:10][C:11]([C:24]2[CH:29]=[CH:28][CH:27]=[CH:26][CH:25]=2)([C:18]2[CH:23]=[CH:22][CH:21]=[CH:20][CH:19]=2)[C:12]2[CH:17]=[CH:16][CH:15]=[CH:14][CH:13]=2)[N:4]=1.[N-:30]=[N+:31]=[N-:32].[Na+].O. Product: [N:30]([CH2:2][C:3]1[CH:8]=[CH:7][CH:6]=[C:5]([CH2:9][O:10][C:11]([C:24]2[CH:29]=[CH:28][CH:27]=[CH:26][CH:25]=2)([C:18]2[CH:23]=[CH:22][CH:21]=[CH:20][CH:19]=2)[C:12]2[CH:17]=[CH:16][CH:15]=[CH:14][CH:13]=2)[N:4]=1)=[N+:31]=[N-:32]. The catalyst class is: 3.